Dataset: Forward reaction prediction with 1.9M reactions from USPTO patents (1976-2016). Task: Predict the product of the given reaction. Given the reactants [C:1]([O:7][CH2:8][CH:9]([C:18]1[C:27]([CH3:28])=[CH:26][C:25]2[C:20](=[CH:21][CH:22]=[CH:23][CH:24]=2)[C:19]=1[Cl:29])[O:10][C:11]([CH3:17])([CH3:16])[C:12](F)([F:14])[F:13])(=[O:6])[C:2]([CH3:5])([CH3:4])[CH3:3].ClC1C2C(=CC=CC=2)C=C(C)C=1C(OC(C)(C)C(F)F)CO, predict the reaction product. The product is: [C:1]([O:7][CH2:8][CH:9]([C:18]1[C:27]([CH3:28])=[CH:26][C:25]2[C:20](=[CH:21][CH:22]=[CH:23][CH:24]=2)[C:19]=1[Cl:29])[O:10][C:11]([CH3:17])([CH3:16])[CH:12]([F:14])[F:13])(=[O:6])[C:2]([CH3:5])([CH3:3])[CH3:4].